Dataset: Reaction yield outcomes from USPTO patents with 853,638 reactions. Task: Predict the reaction yield, written as a fraction of the theoretical maximum amount of product (1.0 means a 100% yield; for example, 0.34 means a 34% yield). (1) The reactants are [C:1]([OH:14])(=[O:13])/[CH:2]=[CH:3]/[C:4]1[CH:12]=[CH:11][C:9]([OH:10])=[C:6]([O:7][CH3:8])[CH:5]=1.[C:15]1(P([C:16]2[CH:15]=CC=[CH:18][CH:17]=2)[C:16]2[CH:15]=CC=[CH:18][CH:17]=2)C=C[CH:18]=[CH:17][CH:16]=1.[Br:34]C(Br)(Br)Br. The catalyst is O1CCCC1. The product is [Br:34][CH2:18][CH2:17][CH2:16][CH2:15][O:13][C:1](=[O:14])/[CH:2]=[CH:3]/[C:4]1[CH:12]=[CH:11][C:9]([OH:10])=[C:6]([O:7][CH3:8])[CH:5]=1. The yield is 0.460. (2) The reactants are O[C:2]1([C:30]2[C:39]3[C:34](=[CH:35][CH:36]=[CH:37][CH:38]=3)[CH:33]=[CH:32][CH:31]=2)[C:6]2[C:7]([CH3:27])=[C:8]([N:13]3[CH2:18][CH2:17][N:16]([C:19]4[CH:24]=[CH:23][C:22]([O:25][CH3:26])=[CH:21][CH:20]=4)[CH2:15][CH2:14]3)[C:9]([CH3:12])=[C:10]([CH3:11])[C:5]=2[O:4][C:3]1([CH3:29])[CH3:28]. The catalyst is C(O)C. The product is [CH3:28][C:3]1([CH3:29])[CH:2]([C:30]2[C:39]3[C:34](=[CH:35][CH:36]=[CH:37][CH:38]=3)[CH:33]=[CH:32][CH:31]=2)[C:6]2[C:7]([CH3:27])=[C:8]([N:13]3[CH2:14][CH2:15][N:16]([C:19]4[CH:20]=[CH:21][C:22]([O:25][CH3:26])=[CH:23][CH:24]=4)[CH2:17][CH2:18]3)[C:9]([CH3:12])=[C:10]([CH3:11])[C:5]=2[O:4]1. The yield is 0.630. (3) The reactants are BrC1C(N2CCN(C(NC3C=CC=CC=3)=O)CC2)=C2N=C(C3C=CC(N(C)C)=CC=3)NC2=NC=1.[Br:35][C:36]1[C:37]([N:46]2[CH2:51][CH2:50][N:49]([CH2:52][C:53]3[CH:54]=[N:55][CH:56]=[N:57][CH:58]=3)[CH2:48][CH2:47]2)=[C:38]([N+:43]([O-])=O)[C:39]([NH2:42])=[N:40][CH:41]=1.[O-]S(S([O-])=O)=O.[Na+].[Na+].[CH3:67][O:68][C:69]1[CH:74]=[CH:73][C:72]([CH:75]=O)=[CH:71][CH:70]=1. The catalyst is C(O)C.CN(C=O)C. The product is [Br:35][C:36]1[C:37]([N:46]2[CH2:51][CH2:50][N:49]([CH2:52][C:53]3[CH:54]=[N:55][CH:56]=[N:57][CH:58]=3)[CH2:48][CH2:47]2)=[C:38]2[N:43]=[C:75]([C:72]3[CH:73]=[CH:74][C:69]([O:68][CH3:67])=[CH:70][CH:71]=3)[NH:42][C:39]2=[N:40][CH:41]=1. The yield is 0.520. (4) The reactants are [C:1]([O:5][C:6](=[O:15])[NH:7][C@@H:8]([CH2:11][CH:12]([CH3:14])[CH3:13])[CH2:9][OH:10])([CH3:4])([CH3:3])[CH3:2].Cl[C:17]1[CH:18]=[CH:19][C:20]2[C:30]3[C:25](=[C:26]([NH:31][C:32](=[O:34])[CH3:33])[N:27]=[CH:28][CH:29]=3)[CH:24]([CH3:35])[O:23][C:21]=2[CH:22]=1. No catalyst specified. The product is [C:1]([O:5][C:6](=[O:15])[NH:7][C@@H:8]([CH2:11][CH:12]([CH3:13])[CH3:14])[CH2:9][O:10][C:17]1[CH:18]=[CH:19][C:20]2[C:30]3[C:25](=[C:26]([NH:31][C:32](=[O:34])[CH3:33])[N:27]=[CH:28][CH:29]=3)[CH:24]([CH3:35])[O:23][C:21]=2[CH:22]=1)([CH3:4])([CH3:3])[CH3:2]. The yield is 0.510. (5) The yield is 0.450. The reactants are [F:1][C:2]1[CH:26]=[CH:25][C:5]([O:6][CH2:7][C:8]2[N:9]=[C:10]3[CH:15]=[CH:14][N:13]([C:16]4[CH:21]=[CH:20][C:19]([F:22])=[CH:18][CH:17]=4)[C:12](=[O:23])[N:11]3[CH:24]=2)=[CH:4][CH:3]=1.[H][H]. The product is [F:1][C:2]1[CH:3]=[CH:4][C:5]([O:6][CH2:7][C:8]2[N:9]=[C:10]3[CH2:15][CH2:14][N:13]([C:16]4[CH:21]=[CH:20][C:19]([F:22])=[CH:18][CH:17]=4)[C:12](=[O:23])[N:11]3[CH:24]=2)=[CH:25][CH:26]=1. The catalyst is CCO.[Ni]. (6) The reactants are [Br:1]N1C(=O)CCC1=O.[CH3:9][C:10]1[C:11]2[N:12]([C:16]([C@@H:19]3[CH2:24][CH2:23][CH2:22][CH2:21][N:20]3[C:25]([O:27][CH2:28][C:29]3[CH:34]=[CH:33][CH:32]=[CH:31][CH:30]=3)=[O:26])=[N:17][CH:18]=2)[CH:13]=[CH:14][N:15]=1.O.C(OCC)(=O)C. The catalyst is ClCCl.[Cl-].[Na+].O. The product is [Br:1][C:18]1[N:17]=[C:16]([C@@H:19]2[CH2:24][CH2:23][CH2:22][CH2:21][N:20]2[C:25]([O:27][CH2:28][C:29]2[CH:30]=[CH:31][CH:32]=[CH:33][CH:34]=2)=[O:26])[N:12]2[CH:13]=[CH:14][N:15]=[C:10]([CH3:9])[C:11]=12. The yield is 0.800. (7) The reactants are [CH3:1][C:2]1[N:3]=[C:4]([C:18]2[CH:19]=[N:20][CH:21]=[CH:22][CH:23]=2)[S:5][C:6]=1[C:7]1[CH:16]=[CH:15][C:14]2[CH2:13][CH2:12][CH2:11][C:10](=O)[C:9]=2[N:8]=1.N1C=CC=CC=1.[NH2:30][OH:31].Cl. The catalyst is C(O)C.O. The product is [CH3:1][C:2]1[N:3]=[C:4]([C:18]2[CH:19]=[N:20][CH:21]=[CH:22][CH:23]=2)[S:5][C:6]=1[C:7]1[CH:16]=[CH:15][C:14]2[CH2:13][CH2:12][CH2:11][C:10](=[N:30][OH:31])[C:9]=2[N:8]=1. The yield is 0.580. (8) The reactants are [CH2:1]([NH:4][CH2:5][CH2:6][OH:7])[CH2:2][CH3:3].Cl[CH2:9][CH2:10][CH2:11][CH2:12][O:13][C:14]1[CH:23]=[C:22]2[C:17]([C:18]([NH:24][C:25]3[CH:29]=[C:28]([CH2:30][C:31]([NH:33][C:34]4[CH:39]=[CH:38][CH:37]=[C:36]([F:40])[C:35]=4[F:41])=[O:32])[NH:27][N:26]=3)=[N:19][CH:20]=[N:21]2)=[CH:16][CH:15]=1. No catalyst specified. The product is [F:41][C:35]1[C:36]([F:40])=[CH:37][CH:38]=[CH:39][C:34]=1[NH:33][C:31](=[O:32])[CH2:30][C:28]1[NH:27][N:26]=[C:25]([NH:24][C:18]2[C:17]3[C:22](=[CH:23][C:14]([O:13][CH2:12][CH2:11][CH2:10][CH2:9][N:4]([CH2:1][CH2:2][CH3:3])[CH2:5][CH2:6][OH:7])=[CH:15][CH:16]=3)[N:21]=[CH:20][N:19]=2)[CH:29]=1. The yield is 0.460. (9) The reactants are [CH3:1][O:2][C:3]1[CH:48]=[CH:47][C:6]([CH2:7][N:8]([CH2:38][C:39]2[CH:44]=[CH:43][C:42]([O:45][CH3:46])=[CH:41][CH:40]=2)[C:9]2[N:14]=[C:13]([CH3:15])[N:12]=[C:11]([C:16]3[CH:17]=[C:18]([CH2:23][N:24]4[CH2:29][CH2:28][N:27](C(OC(C)(C)C)=O)[CH2:26][C@H:25]4[CH3:37])[CH:19]=[N:20][C:21]=3[F:22])[N:10]=2)=[CH:5][CH:4]=1.C(O)(C(F)(F)F)=O.[CH3:56][S:57](Cl)(=[O:59])=[O:58]. The catalyst is C(Cl)Cl. The product is [F:22][C:21]1[C:16]([C:11]2[N:12]=[C:13]([CH3:15])[N:14]=[C:9]([N:8]([CH2:38][C:39]3[CH:44]=[CH:43][C:42]([O:45][CH3:46])=[CH:41][CH:40]=3)[CH2:7][C:6]3[CH:47]=[CH:48][C:3]([O:2][CH3:1])=[CH:4][CH:5]=3)[N:10]=2)=[CH:17][C:18]([CH2:23][N:24]2[CH2:29][CH2:28][N:27]([S:57]([CH3:56])(=[O:59])=[O:58])[CH2:26][C@H:25]2[CH3:37])=[CH:19][N:20]=1. The yield is 0.490.